Dataset: Catalyst prediction with 721,799 reactions and 888 catalyst types from USPTO. Task: Predict which catalyst facilitates the given reaction. (1) Reactant: [N+:1]([C:4]1[CH:5]=[N:6][N:7]([CH2:9][CH2:10][OH:11])[CH:8]=1)([O-])=O. Product: [NH2:1][C:4]1[CH:5]=[N:6][N:7]([CH2:9][CH2:10][OH:11])[CH:8]=1. The catalyst class is: 320. (2) The catalyst class is: 91. Reactant: [F:1][C:2]1[N:7]=[CH:6][C:5]([NH2:8])=[CH:4][CH:3]=1.[C:9]1([CH3:21])[CH:14]=[C:13]([CH3:15])[CH:12]=[C:11]([CH3:16])[C:10]=1[S:17](Cl)(=[O:19])=[O:18].CCN(CC)CC. Product: [F:1][C:2]1[N:7]=[CH:6][C:5]([NH:8][S:17]([C:10]2[C:11]([CH3:16])=[CH:12][C:13]([CH3:15])=[CH:14][C:9]=2[CH3:21])(=[O:19])=[O:18])=[CH:4][CH:3]=1.